This data is from Experimentally validated miRNA-target interactions with 360,000+ pairs, plus equal number of negative samples. The task is: Binary Classification. Given a miRNA mature sequence and a target amino acid sequence, predict their likelihood of interaction. (1) The miRNA is hsa-miR-15b-5p with sequence UAGCAGCACAUCAUGGUUUACA. The protein sequence of the target gene is MGQIEWAMWANEQALASGLILITGGIVATAGRFTQWYFGAYSIVAGVFVCLLEYPRGKRKKGSTMERWGQKYMTAVVKLFGPFTRNYYVRAVLHLLLSVPAGFLLATILGTACLAIASGIYLLAAVRGEQWTPIEPKPRERPQIGGTIKQPPSNPPPRPPAEARKKPSEEEAAVAAGGPPGGPQVNPIPVTDEVV. Result: 1 (interaction). (2) The protein sequence of the target gene is MWGFRLLRSPPLLLLLPQLGIGNASSCSQARTMNPGGSGGARCSLSAEVRRRQCLQLSTVPGADPQRSNELLLLAAAGEGLERQDLPGDPAKEEPQPPPQHHVLYFPGDVQNYHEIMTRHPENYQWENWSLENVATILAHRFPNSYIWVIKCSRMHLHKFSCYDNFVKSNMFGAPEHNTDFGAFKHLYMLLVNAFNLSQNSLSKKSLNVWNKDSIASNCRSSPSHTTNGCQGEKVRTCEKSDESAMSFYPPSLNDASFTLIGFSKGCVVLNQLLFELKEAKKDKNIDAFIKSIRTMYWLD.... Result: 0 (no interaction). The miRNA is hsa-miR-3620-5p with sequence GUGGGCUGGGCUGGGCUGGGCC. (3) The miRNA is hsa-miR-6129 with sequence UGAGGGAGUUGGGUGUAUA. The protein sequence of the target gene is MNSSDEEKQLQLITSLKEQAIGEYEDLRAENQKTKEKCDKIRQERDEAVKKLEEFQKISHMVIEEVNFMQNHLEIEKTCRESAEALATKLNKENKTLKRISMLYMAKLGPDVITEEINIDDDDPATDTDAAAETCVSVQCQKQIKELRDQIVSVQEEKKVLAIELENLKSKLGEVMEEVNKVKQEKAVLNSEVLEQRKVLEKCNRVSMLAVEEYEELQVNLELEKDLRKKAESFAQEMFIEQNKLKRQSHLLLQSSLPDQQLLKALDENAKLIQQLEEERIQHQKKVKELEERLENEALH.... Result: 0 (no interaction).